This data is from TCR-epitope binding with 47,182 pairs between 192 epitopes and 23,139 TCRs. The task is: Binary Classification. Given a T-cell receptor sequence (or CDR3 region) and an epitope sequence, predict whether binding occurs between them. (1) Result: 1 (the TCR binds to the epitope). The epitope is GTSGSPIVNR. The TCR CDR3 sequence is CASSLHGTSKLNEQFF. (2) The epitope is KRWIILGLNK. The TCR CDR3 sequence is CASSSFGPSNLPQHF. Result: 1 (the TCR binds to the epitope). (3) The epitope is SEVGPEHSLAEY. The TCR CDR3 sequence is CASSQEQNSNQPQHF. Result: 1 (the TCR binds to the epitope). (4) The epitope is QARQMVQAMRTIGTHP. The TCR CDR3 sequence is CSGETGNTEAFF. Result: 0 (the TCR does not bind to the epitope). (5) The epitope is RLQSLQTYV. Result: 0 (the TCR does not bind to the epitope). The TCR CDR3 sequence is CASRLSGSLYEQYF. (6) The epitope is RLDKVEAEV. The TCR CDR3 sequence is CASSHDRDTYSLRNEQFF. Result: 0 (the TCR does not bind to the epitope). (7) The epitope is TFYLTNDVSFL. The TCR CDR3 sequence is CASSYSGGPYEQYF. Result: 0 (the TCR does not bind to the epitope). (8) The epitope is PROT_97E67BCC. The TCR CDR3 sequence is CSARRFPEAFF. Result: 0 (the TCR does not bind to the epitope). (9) The epitope is FLNGSCGSV. The TCR CDR3 sequence is CASSLAGVDTQYF. Result: 1 (the TCR binds to the epitope). (10) Result: 1 (the TCR binds to the epitope). The epitope is YFPLQSYGF. The TCR CDR3 sequence is CASSPPLTSTYEQYF.